This data is from Full USPTO retrosynthesis dataset with 1.9M reactions from patents (1976-2016). The task is: Predict the reactants needed to synthesize the given product. Given the product [CH2:13]([O:15][C:16](=[O:20])[C:17]([NH:11][CH2:1]/[CH:2]=[C:3](\[CH3:4])/[CH2:5][CH2:6][CH:7]=[C:8]([CH3:10])[CH3:9])=[O:18])[CH3:14], predict the reactants needed to synthesize it. The reactants are: [CH2:1]([NH2:11])/[CH:2]=[C:3](/[CH2:5][CH2:6][CH:7]=[C:8]([CH3:10])[CH3:9])\[CH3:4].[Cl-].[CH2:13]([O:15][C:16](=[O:20])[C:17](O)=[O:18])[CH3:14].